The task is: Predict which catalyst facilitates the given reaction.. This data is from Catalyst prediction with 721,799 reactions and 888 catalyst types from USPTO. (1) Reactant: [CH3:1][C:2]([O:5][C:6]([NH:8][C@H:9]([C:20]([OH:22])=O)[CH2:10][C:11]1[CH:16]=[CH:15][C:14]([N+:17]([O-:19])=[O:18])=[CH:13][CH:12]=1)=[O:7])([CH3:4])[CH3:3].CCN=C=NCCCN(C)C.[CH2:34]([NH:41][CH2:42][C:43]1[CH:48]=[CH:47][CH:46]=[CH:45][CH:44]=1)[C:35]1[CH:40]=[CH:39][CH:38]=[CH:37][CH:36]=1. Product: [C:2]([O:5][C:6](=[O:7])[NH:8][C@H:9]([C:20](=[O:22])[N:41]([CH2:34][C:35]1[CH:40]=[CH:39][CH:38]=[CH:37][CH:36]=1)[CH2:42][C:43]1[CH:48]=[CH:47][CH:46]=[CH:45][CH:44]=1)[CH2:10][C:11]1[CH:12]=[CH:13][C:14]([N+:17]([O-:19])=[O:18])=[CH:15][CH:16]=1)([CH3:1])([CH3:3])[CH3:4]. The catalyst class is: 3. (2) Reactant: C(O[C:6](=O)[N:7]([C@H:9]([C:11](=[O:40])[NH:12][C@@H:13]1[C:19](=[O:20])[N:18]([CH2:21][C:22]2[C:31]3[C:26](=[CH:27][CH:28]=[CH:29][CH:30]=3)[CH:25]=[CH:24][C:23]=2[O:32][CH2:33][CH:34]=[CH2:35])[C:17]2[CH:36]=[CH:37][CH:38]=[CH:39][C:16]=2[CH2:15][CH2:14]1)[CH3:10])C)(C)(C)C.[BH3-]C#N.[Na+].[Si](Cl)(C)(C)C.[Si](I)(C)(C)C. Product: [CH2:33]([O:32][C:23]1[CH:24]=[CH:25][C:26]2[C:31](=[CH:30][CH:29]=[CH:28][CH:27]=2)[C:22]=1[CH2:21][N:18]1[C:19](=[O:20])[C@@H:13]([NH:12][C:11](=[O:40])[C@@H:9]([NH:7][CH3:6])[CH3:10])[CH2:14][CH2:15][C:16]2[CH:39]=[CH:38][CH:37]=[CH:36][C:17]1=2)[CH:34]=[CH2:35]. The catalyst class is: 210. (3) Reactant: [N+:1]([C:4]1[CH:5]=[C:6]2[C:10](=[CH:11][CH:12]=1)[N:9]([CH2:13][C:14]1[CH:19]=[CH:18][CH:17]=[CH:16][N:15]=1)[N:8]=[CH:7]2)([O-])=O. Product: [N:15]1[CH:16]=[CH:17][CH:18]=[CH:19][C:14]=1[CH2:13][N:9]1[C:10]2[C:6](=[CH:5][C:4]([NH2:1])=[CH:12][CH:11]=2)[CH:7]=[N:8]1. The catalyst class is: 515. (4) Reactant: [OH-].[Na+].[CH3:3][C:4]1[CH:9]=[CH:8][C:7]([C:10]2[C:11](=[O:26])[N:12]([CH2:20][C:21]([O:23]CC)=[O:22])[C:13]3([CH2:19][CH2:18][CH2:17][CH2:16][CH2:15]3)[N:14]=2)=[CH:6][CH:5]=1.O. Product: [CH3:3][C:4]1[CH:5]=[CH:6][C:7]([C:10]2[C:11](=[O:26])[N:12]([CH2:20][C:21]([OH:23])=[O:22])[C:13]3([CH2:19][CH2:18][CH2:17][CH2:16][CH2:15]3)[N:14]=2)=[CH:8][CH:9]=1. The catalyst class is: 5. (5) Reactant: [CH2:1]([C:8]1[C:20](=[O:21])[N:19]([CH:22]2[CH2:26][CH2:25][CH2:24][CH2:23]2)[C:11]2[N:12]=[C:13](S(C)=O)[N:14]=[CH:15][C:10]=2[CH:9]=1)[C:2]1[CH:7]=[CH:6][CH:5]=[CH:4][CH:3]=1.[C:27]([O:31][C:32]([N:34]1[CH2:39][CH2:38][N:37]([C:40]2[CH:45]=[CH:44][C:43]([NH2:46])=[CH:42][CH:41]=2)[CH2:36][CH2:35]1)=[O:33])([CH3:30])([CH3:29])[CH3:28]. Product: [C:27]([O:31][C:32]([N:34]1[CH2:39][CH2:38][N:37]([C:40]2[CH:41]=[CH:42][C:43]([NH:46][C:13]3[N:14]=[CH:15][C:10]4[CH:9]=[C:8]([CH2:1][C:2]5[CH:7]=[CH:6][CH:5]=[CH:4][CH:3]=5)[C:20](=[O:21])[N:19]([CH:22]5[CH2:26][CH2:25][CH2:24][CH2:23]5)[C:11]=4[N:12]=3)=[CH:44][CH:45]=2)[CH2:36][CH2:35]1)=[O:33])([CH3:30])([CH3:28])[CH3:29]. The catalyst class is: 16. (6) Reactant: [C:1]([C:5]1[CH:10]=[CH:9][C:8]([OH:11])=[C:7]([N+:12]([O-:14])=[O:13])[CH:6]=1)([CH3:4])([CH3:3])[CH3:2].C([O-])([O-])=O.[K+].[K+].Br[CH2:22][C:23]([N:25]1[CH2:30][CH2:29][O:28][CH2:27][CH2:26]1)=[O:24]. The catalyst class is: 31. Product: [N:25]1([C:23]([CH2:22][O:11][C:8]2[CH:9]=[CH:10][C:5]([C:1]([CH3:4])([CH3:2])[CH3:3])=[CH:6][C:7]=2[N+:12]([O-:14])=[O:13])=[O:24])[CH2:30][CH2:29][O:28][CH2:27][CH2:26]1. (7) Product: [NH2:24][S:2]([C:5]1[CH:6]=[C:7]([CH:12]=[C:13]([C:15]([N:17]([CH2:21][CH2:22][CH3:23])[CH2:18][CH2:19][CH3:20])=[O:16])[CH:14]=1)[C:8]([O:10][CH3:11])=[O:9])(=[O:4])=[O:3]. The catalyst class is: 1. Reactant: Cl[S:2]([C:5]1[CH:6]=[C:7]([CH:12]=[C:13]([C:15]([N:17]([CH2:21][CH2:22][CH3:23])[CH2:18][CH2:19][CH3:20])=[O:16])[CH:14]=1)[C:8]([O:10][CH3:11])=[O:9])(=[O:4])=[O:3].[NH3:24]. (8) Reactant: Cl[C:2]1[C:3]2[CH:10]=[CH:9][NH:8][C:4]=2[N:5]=[C-:6][N:7]=1.[CH3:11][NH:12][CH:13]1[CH2:28][C@@H:16]2[CH2:17][N:18]([C:21]([O:23][C:24]([CH3:27])([CH3:26])[CH3:25])=[O:22])[CH2:19][CH2:20][C@@H:15]2[CH2:14]1.C(=O)([O-])[O-].[K+].[K+]. Product: [CH3:11][N:12]([C:2]1[C:3]2[CH:10]=[CH:9][NH:8][C:4]=2[N:5]=[CH:6][N:7]=1)[CH:13]1[CH2:28][C@H:16]2[CH2:17][N:18]([C:21]([O:23][C:24]([CH3:26])([CH3:25])[CH3:27])=[O:22])[CH2:19][CH2:20][C@H:15]2[CH2:14]1. The catalyst class is: 12. (9) Reactant: FC(F)(F)S(O[C:7]1[CH:12]=[C:11]([CH3:13])[N:10]([CH2:14][C:15]2[CH:20]=[CH:19][CH:18]=[C:17]([F:21])[CH:16]=2)[C:9](=[O:22])[C:8]=1[Br:23])(=O)=O.[C:26]1([C:32]#[CH:33])[CH:31]=[CH:30][CH:29]=[CH:28][CH:27]=1. Product: [Br:23][C:8]1[C:9](=[O:22])[N:10]([CH2:14][C:15]2[CH:20]=[CH:19][CH:18]=[C:17]([F:21])[CH:16]=2)[C:11]([CH3:13])=[CH:12][C:7]=1[C:33]#[C:32][C:26]1[CH:31]=[CH:30][CH:29]=[CH:28][CH:27]=1. The catalyst class is: 3.